From a dataset of Reaction yield outcomes from USPTO patents with 853,638 reactions. Predict the reaction yield, written as a fraction of the theoretical maximum amount of product (1.0 means a 100% yield; for example, 0.34 means a 34% yield). (1) The reactants are [NH2:1][C:2]1[N:7]=[C:6]([C:8]2[CH:13]=[CH:12][C:11]([OH:14])=[CH:10][C:9]=2[CH:15]2[CH2:19][CH2:18][CH2:17][CH2:16]2)[CH:5]=[CH:4][CH:3]=1.Cl[CH2:21][CH2:22][N:23]1[CH2:27][CH2:26][CH2:25][CH2:24]1. No catalyst specified. The product is [CH:15]1([C:9]2[CH:10]=[C:11]([O:14][CH2:21][CH2:22][N:23]3[CH2:27][CH2:26][CH2:25][CH2:24]3)[CH:12]=[CH:13][C:8]=2[C:6]2[N:7]=[C:2]([NH2:1])[CH:3]=[CH:4][CH:5]=2)[CH2:19][CH2:18][CH2:17][CH2:16]1. The yield is 0.430. (2) The reactants are C([O:3][C:4]([CH:6]1[C:18]2[C:17]3[C:12](=[CH:13][CH:14]=[CH:15][CH:16]=3)[N:11]([CH2:19][CH2:20][O:21][CH2:22][C:23]3[CH:28]=[CH:27][CH:26]=[CH:25][CH:24]=3)[C:10]=2[CH2:9][CH2:8][CH2:7]1)=[O:5])C.[OH-].[Na+]. The catalyst is C(O)C.O. The product is [CH2:22]([O:21][CH2:20][CH2:19][N:11]1[C:10]2[CH2:9][CH2:8][CH2:7][CH:6]([C:4]([OH:5])=[O:3])[C:18]=2[C:17]2[C:12]1=[CH:13][CH:14]=[CH:15][CH:16]=2)[C:23]1[CH:28]=[CH:27][CH:26]=[CH:25][CH:24]=1. The yield is 0.920. (3) The reactants are [CH3:1][C:2]1([CH3:16])[C:6]([CH3:8])([CH3:7])[O:5][B:4]([C:9]2[CH:14]=[CH:13][C:12]([OH:15])=[CH:11][CH:10]=2)[O:3]1.CC1C=CC(S(O[CH2:28][P:29]([O:34][CH2:35][CH3:36])([O:31][CH2:32][CH3:33])=[O:30])(=O)=O)=CC=1. No catalyst specified. The product is [CH2:32]([O:31][P:29]([CH2:28][O:15][C:12]1[CH:13]=[CH:14][C:9]([B:4]2[O:3][C:2]([CH3:16])([CH3:1])[C:6]([CH3:7])([CH3:8])[O:5]2)=[CH:10][CH:11]=1)(=[O:30])[O:34][CH2:35][CH3:36])[CH3:33]. The yield is 0.230. (4) The reactants are [S:1]1[CH:5]=[CH:4][C:3]2[CH:6]=[C:7]([NH2:10])[CH:8]=[CH:9][C:2]1=2.C(N(CC)C(C)C)(C)C.Br[CH2:21][C:22]1[CH:32]=[CH:31][C:30]([O:33][CH3:34])=[CH:29][C:23]=1[C:24](OCC)=O.[OH:35][Li].O. The catalyst is C(O)C.O. The product is [S:1]1[CH:5]=[CH:4][C:3]2[CH:6]=[C:7]([N:10]3[CH2:24][C:23]4[C:22](=[CH:32][CH:31]=[C:30]([O:33][CH3:34])[CH:29]=4)[C:21]3=[O:35])[CH:8]=[CH:9][C:2]1=2. The yield is 0.290. (5) The reactants are [Cl:1][C:2]1[CH:8]=[C:7]([Cl:9])[CH:6]=[CH:5][C:3]=1[NH2:4].[H-].[Na+].Cl[C:13]1[C:22]2[C:17](=[CH:18][C:19]3[CH:26]=[C:25]([O:27][CH3:28])[C:24]([O:29][CH3:30])=[CH:23][C:20]=3[CH:21]=2)[N:16]=[CH:15][C:14]=1[C:31]#[N:32].CO. The catalyst is CN(C=O)C.O.C(OCC)C. The product is [Cl:1][C:2]1[CH:8]=[C:7]([Cl:9])[CH:6]=[CH:5][C:3]=1[NH:4][C:13]1[C:22]2[C:17](=[CH:18][C:19]3[CH:26]=[C:25]([O:27][CH3:28])[C:24]([O:29][CH3:30])=[CH:23][C:20]=3[CH:21]=2)[N:16]=[CH:15][C:14]=1[C:31]#[N:32]. The yield is 0.595.